Dataset: Catalyst prediction with 721,799 reactions and 888 catalyst types from USPTO. Task: Predict which catalyst facilitates the given reaction. Reactant: [NH2:1][C@H:2]1[CH2:7][CH2:6][C@H:5]([C:8]([N:10]2[CH2:15][CH2:14][N:13]([CH:16]([CH3:18])[CH3:17])[CH2:12][CH2:11]2)=[O:9])[CH2:4][CH2:3]1.Cl[C:20]1[CH:27]=[CH:26][C:23]([C:24]#[N:25])=[CH:22][N:21]=1.C(N(C(C)C)CC)(C)C. Product: [CH:16]([N:13]1[CH2:12][CH2:11][N:10]([C:8]([C@H:5]2[CH2:6][CH2:7][C@H:2]([NH:1][C:20]3[CH:27]=[CH:26][C:23]([C:24]#[N:25])=[CH:22][N:21]=3)[CH2:3][CH2:4]2)=[O:9])[CH2:15][CH2:14]1)([CH3:18])[CH3:17]. The catalyst class is: 12.